Predict the reaction yield, written as a fraction of the theoretical maximum amount of product (1.0 means a 100% yield; for example, 0.34 means a 34% yield). From a dataset of Reaction yield outcomes from USPTO patents with 853,638 reactions. (1) The reactants are [C:1]([O:5][C:6](=[O:35])[CH2:7][O:8][C:9]1[C:18]2[CH2:17][CH2:16][CH2:15][C@@H:14]([N:19]([S:21]([C:24]3[CH:29]=[C:28]([C:30]([F:33])([F:32])[F:31])[CH:27]=[C:26](Br)[CH:25]=3)(=[O:23])=[O:22])[CH3:20])[C:13]=2[CH:12]=[CH:11][CH:10]=1)([CH3:4])([CH3:3])[CH3:2].C1([As](C2C=CC=CC=2)C2C=CC=CC=2)C=CC=CC=1.[CH2:55]([O:57]C([Sn](CCCC)(CCCC)CCCC)=C)[CH3:56].Cl. The catalyst is CN(C)C=O.C1C=CC(/C=C/C(/C=C/C2C=CC=CC=2)=O)=CC=1.C1C=CC(/C=C/C(/C=C/C2C=CC=CC=2)=O)=CC=1.C1C=CC(/C=C/C(/C=C/C2C=CC=CC=2)=O)=CC=1.[Pd].[Pd].O. The product is [C:1]([O:5][C:6](=[O:35])[CH2:7][O:8][C:9]1[C:18]2[CH2:17][CH2:16][CH2:15][C@@H:14]([N:19]([S:21]([C:24]3[CH:29]=[C:28]([C:30]([F:33])([F:32])[F:31])[CH:27]=[C:26]([C:55](=[O:57])[CH3:56])[CH:25]=3)(=[O:23])=[O:22])[CH3:20])[C:13]=2[CH:12]=[CH:11][CH:10]=1)([CH3:4])([CH3:3])[CH3:2]. The yield is 0.850. (2) The reactants are [F:1][C:2]1[CH:7]=[CH:6][C:5]([S:8](Cl)(=[O:10])=[O:9])=[CH:4][CH:3]=1.[NH2:12][CH2:13][C:14]1[CH:22]=[CH:21][C:17]([C:18]([OH:20])=[O:19])=[CH:16][CH:15]=1.Cl. The catalyst is [OH-].[Na+]. The product is [F:1][C:2]1[CH:7]=[CH:6][C:5]([S:8]([NH:12][CH2:13][C:14]2[CH:15]=[CH:16][C:17]([C:18]([OH:20])=[O:19])=[CH:21][CH:22]=2)(=[O:10])=[O:9])=[CH:4][CH:3]=1. The yield is 0.840. (3) The reactants are [Cl:1][C:2]1[CH:3]=[CH:4][C:5]([CH3:15])=[C:6]([C:8]2[C:12]([NH2:13])=[CH:11][N:10]([CH3:14])[N:9]=2)[CH:7]=1.[Cl:16][C:17]1[CH:22]=[CH:21][N:20]2[N:23]=[CH:24][C:25]([C:26](Cl)=[O:27])=[C:19]2[N:18]=1.C(N(CC)CC)C. The catalyst is ClCCl. The product is [Cl:16][C:17]1[CH:22]=[CH:21][N:20]2[N:23]=[CH:24][C:25]([C:26]([NH:13][C:12]3[C:8]([C:6]4[CH:7]=[C:2]([Cl:1])[CH:3]=[CH:4][C:5]=4[CH3:15])=[N:9][N:10]([CH3:14])[CH:11]=3)=[O:27])=[C:19]2[N:18]=1. The yield is 0.870. (4) The reactants are [CH2:1]([O:5][C:6]1[N:14]=[C:13]2[C:9]([N:10]=[C:11]([O:23]C)[N:12]2[CH2:15][C:16]2[CH:17]=[N:18][C:19](Cl)=[CH:20][CH:21]=2)=[C:8]([NH2:25])[N:7]=1)[CH2:2][CH2:3][CH3:4].[CH2:26]([O:28][C:29]([CH:31]1[CH2:36][CH2:35][NH:34][CH2:33][CH2:32]1)=[O:30])[CH3:27]. The catalyst is C(O)C. The product is [CH2:1]([O:5][C:6]1[N:14]=[C:13]2[C:9]([N:10]=[C:11]([OH:23])[N:12]2[CH2:15][C:16]2[CH:17]=[N:18][C:19]([N:34]3[CH2:35][CH2:36][CH:31]([C:29]([O:28][CH2:26][CH3:27])=[O:30])[CH2:32][CH2:33]3)=[CH:20][CH:21]=2)=[C:8]([NH2:25])[N:7]=1)[CH2:2][CH2:3][CH3:4]. The yield is 0.440. (5) The reactants are [F:1][C:2]1[CH:8]=[CH:7][CH:6]=[CH:5][C:3]=1[NH2:4].[C:9](Cl)(Cl)=[S:10].C(N(CC)CC)C. The catalyst is C1(C)C=CC=CC=1. The product is [F:1][C:2]1[CH:8]=[CH:7][CH:6]=[CH:5][C:3]=1[N:4]=[C:9]=[S:10]. The yield is 0.760. (6) The catalyst is CC(O)=O.[Fe]. The yield is 0.950. The reactants are [N+:1]([C:4]1[C:13]2[C:8](=[CH:9][CH:10]=[CH:11][CH:12]=2)[C:7]([O:14][CH2:15][CH2:16][C:17]2[CH:22]=[CH:21][N:20]=[C:19]([NH:23][C:24](=[O:30])[O:25][C:26]([CH3:29])([CH3:28])[CH3:27])[CH:18]=2)=[CH:6][CH:5]=1)([O-])=O.CCO.C([O-])(O)=O.[Na+]. The product is [NH2:1][C:4]1[C:13]2[C:8](=[CH:9][CH:10]=[CH:11][CH:12]=2)[C:7]([O:14][CH2:15][CH2:16][C:17]2[CH:22]=[CH:21][N:20]=[C:19]([NH:23][C:24](=[O:30])[O:25][C:26]([CH3:28])([CH3:27])[CH3:29])[CH:18]=2)=[CH:6][CH:5]=1. (7) The reactants are [CH2:1]([NH:3][C:4]1[C:9]([CH:10]=O)=[C:8]([CH3:12])[N:7]=[C:6]([S:13][CH3:14])[N:5]=1)[CH3:2].[C:15]([CH:20]=P(C1C=CC=CC=1)(C1C=CC=CC=1)C1C=CC=CC=1)([O:17][CH2:18][CH3:19])=[O:16]. The catalyst is C1COCC1. The product is [CH2:18]([O:17][C:15](=[O:16])/[CH:20]=[CH:10]/[C:9]1[C:4]([NH:3][CH2:1][CH3:2])=[N:5][C:6]([S:13][CH3:14])=[N:7][C:8]=1[CH3:12])[CH3:19]. The yield is 0.910. (8) The reactants are [Cl:1][C:2]1[CH:3]=[CH:4][C:5]([C@@:8]([C:17]2[CH:22]=[C:21]([C:23]([F:26])([F:25])[F:24])[CH:20]=[C:19]([F:27])[CH:18]=2)([NH2:16])[CH2:9][C:10]2[CH:15]=[CH:14][CH:13]=[CH:12][CH:11]=2)=[N:6][CH:7]=1.FC(F)(C(F)(F)F)C([O:32][C:33](=O)[C:34]([F:40])([F:39])[C:35]([F:38])([F:37])[F:36])=O. The catalyst is C(Cl)Cl.N1C=CC=CC=1. The product is [Cl:1][C:2]1[CH:3]=[CH:4][C:5]([C@:8]([NH:16][C:33](=[O:32])[C:34]([F:40])([F:39])[C:35]([F:38])([F:37])[F:36])([C:17]2[CH:22]=[C:21]([C:23]([F:26])([F:24])[F:25])[CH:20]=[C:19]([F:27])[CH:18]=2)[CH2:9][C:10]2[CH:11]=[CH:12][CH:13]=[CH:14][CH:15]=2)=[N:6][CH:7]=1. The yield is 0.650. (9) The reactants are Cl.Cl.[C:3]([C:7]1[CH:12]=[CH:11][CH:10]=[CH:9][C:8]=1[N:13]1[CH2:18][CH2:17][NH:16][CH2:15][CH2:14]1)([CH3:6])([CH3:5])[CH3:4].C(N(CC)CC)C.Cl[C:27]([O:29][CH2:30][C:31]([Cl:34])([Cl:33])[Cl:32])=[O:28]. The catalyst is O1CCCC1. The product is [C:3]([C:7]1[CH:12]=[CH:11][CH:10]=[CH:9][C:8]=1[N:13]1[CH2:18][CH2:17][N:16]([C:27]([O:29][CH2:30][C:31]([Cl:34])([Cl:33])[Cl:32])=[O:28])[CH2:15][CH2:14]1)([CH3:6])([CH3:4])[CH3:5]. The yield is 0.470. (10) The reactants are [NH2:1][C:2]1[C:14]([CH3:15])=[CH:13][C:12](Br)=[CH:11][C:3]=1[C:4]([O:6][CH2:7][CH2:8][O:9][CH3:10])=[O:5].[Cu](C#N)[C:18]#[N:19]. The catalyst is CN1CCCC1=O. The product is [NH2:1][C:2]1[C:14]([CH3:15])=[CH:13][C:12]([C:18]#[N:19])=[CH:11][C:3]=1[C:4]([O:6][CH2:7][CH2:8][O:9][CH3:10])=[O:5]. The yield is 0.116.